This data is from Catalyst prediction with 721,799 reactions and 888 catalyst types from USPTO. The task is: Predict which catalyst facilitates the given reaction. (1) Reactant: [NH3:1].C([O:4][C:5]([C:7]1[C:8](=[O:41])[C:9]2[CH:14]=[N:13][C:12]([NH:15][C:16]3[CH:21]=[CH:20][C:19]([CH2:22][CH2:23][N:24]4[CH2:29][CH2:28][N:27]([CH3:30])[CH2:26][CH2:25]4)=[CH:18][CH:17]=3)=[N:11][C:10]=2[N:31]([C:33]2[CH:38]=[CH:37][C:36]([C:39]#[CH:40])=[CH:35][CH:34]=2)[CH:32]=1)=O)C. Product: [C:39]([C:36]1[CH:35]=[CH:34][C:33]([N:31]2[C:10]3[N:11]=[C:12]([NH:15][C:16]4[CH:21]=[CH:20][C:19]([CH2:22][CH2:23][N:24]5[CH2:25][CH2:26][N:27]([CH3:30])[CH2:28][CH2:29]5)=[CH:18][CH:17]=4)[N:13]=[CH:14][C:9]=3[C:8](=[O:41])[C:7]([C:5]([NH2:1])=[O:4])=[CH:32]2)=[CH:38][CH:37]=1)#[CH:40]. The catalyst class is: 5. (2) Reactant: [CH2:1]([O:8][C:9]1[CH:10]=[CH:11][C:12]([C:20](=[O:23])[CH2:21][Br:22])=[C:13]2[C:18]=1[NH:17][C:16](=[O:19])[CH:15]=[CH:14]2)[C:2]1[CH:7]=[CH:6][CH:5]=[CH:4][CH:3]=1.CO. Product: [CH2:1]([O:8][C:9]1[CH:10]=[CH:11][C:12]([C@@H:20]([OH:23])[CH2:21][Br:22])=[C:13]2[C:18]=1[NH:17][C:16](=[O:19])[CH:15]=[CH:14]2)[C:2]1[CH:3]=[CH:4][CH:5]=[CH:6][CH:7]=1. The catalyst class is: 7.